This data is from Reaction yield outcomes from USPTO patents with 853,638 reactions. The task is: Predict the reaction yield, written as a fraction of the theoretical maximum amount of product (1.0 means a 100% yield; for example, 0.34 means a 34% yield). (1) The reactants are Cl[C:2]1[N:3]=[N:4][C:5]([N:10]2[CH2:15][CH2:14][NH:13][C@H:12]([CH3:16])[CH2:11]2)=[C:6]([CH3:9])[C:7]=1[CH3:8].[Br-].[CH2:18]([Zn+])[C:19]1[CH:24]=[CH:23][CH:22]=[CH:21][CH:20]=1. The catalyst is C1C=CC([P]([Pd]([P](C2C=CC=CC=2)(C2C=CC=CC=2)C2C=CC=CC=2)([P](C2C=CC=CC=2)(C2C=CC=CC=2)C2C=CC=CC=2)[P](C2C=CC=CC=2)(C2C=CC=CC=2)C2C=CC=CC=2)(C2C=CC=CC=2)C2C=CC=CC=2)=CC=1. The product is [CH2:18]([C:2]1[N:3]=[N:4][C:5]([N:10]2[CH2:15][CH2:14][NH:13][C@H:12]([CH3:16])[CH2:11]2)=[C:6]([CH3:9])[C:7]=1[CH3:8])[C:19]1[CH:24]=[CH:23][CH:22]=[CH:21][CH:20]=1. The yield is 0.660. (2) The reactants are [Cl:1][C:2]1[CH:7]=[CH:6][C:5]([N:8]2[CH2:23][CH:11]3[CH2:12][N:13](C(OC(C)(C)C)=O)[CH2:14][CH2:15][N:10]3[C:9]2=[O:24])=[CH:4][CH:3]=1. The catalyst is C(OCC)(=O)C.Cl. The product is [ClH:1].[Cl:1][C:2]1[CH:3]=[CH:4][C:5]([N:8]2[CH2:23][CH:11]3[CH2:12][NH:13][CH2:14][CH2:15][N:10]3[C:9]2=[O:24])=[CH:6][CH:7]=1. The yield is 0.467. (3) The yield is 0.330. The reactants are [CH3:1][C@@H:2]1[C:12]2[C:13]3[C:8]([CH:9]=[CH:10][CH:11]=2)=[CH:7][CH:6]=[CH:5][C:4]=3[C@@H:3]1[N:14]1[CH2:19][CH2:18][CH:17]([N:20]2[C:28]3[C:23](=[CH:24][CH:25]=[CH:26][CH:27]=3)[CH:22]([CH2:29][C:30]([O-])=[O:31])[C:21]2=[O:33])[CH2:16][CH2:15]1.[CH3:34][NH2:35]. The product is [CH3:34][NH:35][C:30](=[O:31])[CH2:29][CH:22]1[C:23]2[C:28](=[CH:27][CH:26]=[CH:25][CH:24]=2)[N:20]([CH:17]2[CH2:18][CH2:19][N:14]([CH:3]3[C:4]4=[C:13]5[C:8](=[CH:7][CH:6]=[CH:5]4)[CH:9]=[CH:10][CH:11]=[C:12]5[C@@H:2]3[CH3:1])[CH2:15][CH2:16]2)[C:21]1=[O:33]. The catalyst is O1CCCC1. (4) The reactants are [OH:1][N:2]1[C:10](=[O:11])[C:9]2[C:4](=[CH:5][CH:6]=[CH:7][CH:8]=2)[C:3]1=[O:12].O[C:14]1[C:22]2[CH2:21][CH2:20][N:19]([C:23]([O:25][C:26]([CH3:29])([CH3:28])[CH3:27])=[O:24])[CH2:18][C:17]=2[N:16]([CH3:30])[N:15]=1.C1(P(C2C=CC=CC=2)C2C=CC=CC=2)C=CC=CC=1.CC(OC(/N=N/C(OC(C)C)=O)=O)C. The catalyst is C1COCC1. The product is [O:12]=[C:3]1[C:4]2[C:9](=[CH:8][CH:7]=[CH:6][CH:5]=2)[C:10](=[O:11])[N:2]1[O:1][CH:21]1[CH2:20][N:19]([C:23]([O:25][C:26]([CH3:27])([CH3:28])[CH3:29])=[O:24])[CH2:18][C:17]2[N:16]([CH3:30])[N:15]=[CH:14][C:22]1=2. The yield is 0.350. (5) The reactants are COC[O:4][C:5]1[CH:14]=[CH:13][CH:12]=[C:11]2[C:6]=1[CH2:7][CH2:8][C@H:9]([CH3:18])[N:10]2[C:15](=[O:17])[CH3:16].Cl. The catalyst is CO. The product is [OH:4][C:5]1[CH:14]=[CH:13][CH:12]=[C:11]2[C:6]=1[CH2:7][CH2:8][C@H:9]([CH3:18])[N:10]2[C:15](=[O:17])[CH3:16]. The yield is 0.930. (6) The yield is 0.990. The catalyst is ClCCl.C(OCC)C. The reactants are Cl.[NH2:2][CH2:3][C:4]1([CH2:10][C:11]([O:13][CH2:14][CH:15]=[CH2:16])=[O:12])[CH2:9][CH2:8][CH2:7][CH2:6][CH2:5]1.Cl[C:18]([O:20][CH:21]([Cl:23])[CH3:22])=[O:19].CN1CCOCC1. The product is [Cl:23][CH:21]([O:20][C:18]([NH:2][CH2:3][C:4]1([CH2:10][C:11]([O:13][CH2:14][CH:15]=[CH2:16])=[O:12])[CH2:9][CH2:8][CH2:7][CH2:6][CH2:5]1)=[O:19])[CH3:22]. (7) The reactants are [Br:1][C:2]1[CH:23]=[CH:22][CH:21]=[CH:20][C:3]=1[CH2:4][N:5]1[C:10]2[N:11]=[C:12](S(C)(=O)=O)[N:13]=[CH:14][C:9]=2[CH:8]=[CH:7][C:6]1=[O:19].[CH3:24][N:25]1[CH2:30][CH2:29][N:28]([C:31]2[CH:37]=[CH:36][C:34]([NH2:35])=[CH:33][CH:32]=2)[CH2:27][CH2:26]1. The catalyst is ClCCl. The product is [Br:1][C:2]1[CH:23]=[CH:22][CH:21]=[CH:20][C:3]=1[CH2:4][N:5]1[C:10]2[N:11]=[C:12]([NH:35][C:34]3[CH:33]=[CH:32][C:31]([N:28]4[CH2:27][CH2:26][N:25]([CH3:24])[CH2:30][CH2:29]4)=[CH:37][CH:36]=3)[N:13]=[CH:14][C:9]=2[CH:8]=[CH:7][C:6]1=[O:19]. The yield is 0.0930. (8) The reactants are ClC1C=C([C:9]2[N:13]3[C:14]4[N:22]=[C:21]([O:23][CH3:24])[CH:20]=[CH:19][C:15]=4[N:16]=[C:17]([CH3:18])[C:12]3=[C:11]([CH3:25])[N:10]=2)C=C(Cl)C=1.[Cl:26][C:27]1[CH:32]=[C:31]([O:33][CH3:34])[CH:30]=[CH:29][C:28]=1B(O)O. No catalyst specified. The product is [Cl:26][C:27]1[CH:32]=[C:31]([O:33][CH3:34])[CH:30]=[CH:29][C:28]=1[C:9]1[N:13]2[C:14]3[N:22]=[C:21]([O:23][CH3:24])[CH:20]=[CH:19][C:15]=3[N:16]=[C:17]([CH3:18])[C:12]2=[C:11]([CH3:25])[N:10]=1. The yield is 0.410.